This data is from Full USPTO retrosynthesis dataset with 1.9M reactions from patents (1976-2016). The task is: Predict the reactants needed to synthesize the given product. (1) The reactants are: [OH-:1].[K+].[CH3:3][S:4][C:5]1[CH:6]=[C:7]2[C:11](=[CH:12][CH:13]=1)[NH:10][C:9](=[O:14])[C:8]2=O.[F:16][C:17]([F:29])([F:28])[C:18]1[CH:19]=[C:20]([C:24](=O)[CH2:25][CH3:26])[CH:21]=[CH:22][CH:23]=1. Given the product [CH3:26][C:25]1[C:24]([C:20]2[CH:21]=[CH:22][CH:23]=[C:18]([C:17]([F:16])([F:28])[F:29])[CH:19]=2)=[N:10][C:11]2[C:7]([C:8]=1[C:9]([OH:14])=[O:1])=[CH:6][C:5]([S:4][CH3:3])=[CH:13][CH:12]=2, predict the reactants needed to synthesize it. (2) Given the product [CH2:1]([O:8][C:9]([N:11]1[CH2:15][C:14]([C:16]2[CH:21]=[CH:20][CH:19]=[CH:18][CH:17]=2)=[CH:13][C@H:12]1[CH2:22][OH:23])=[O:10])[C:2]1[CH:7]=[CH:6][CH:5]=[CH:4][CH:3]=1, predict the reactants needed to synthesize it. The reactants are: [CH2:1]([O:8][C:9]([N:11]1[CH2:15][C:14]([C:16]2[CH:21]=[CH:20][CH:19]=[CH:18][CH:17]=2)=[CH:13][C@H:12]1[C:22](OC)=[O:23])=[O:10])[C:2]1[CH:7]=[CH:6][CH:5]=[CH:4][CH:3]=1.[BH4-].[Li+]. (3) Given the product [F:1][C:2]1[CH:7]=[CH:6][C:5]([F:8])=[CH:4][C:3]=1[CH:9]([S:25]([C:28]1[CH:29]=[CH:30][C:31]([F:34])=[CH:32][CH:33]=1)(=[O:26])=[O:27])[C:10]1[C:11]([CH3:24])=[CH:12][C:13]([C:16]([NH:18][CH2:19][CH2:20][CH2:21][S:22]([CH3:23])=[O:43])=[O:17])=[N:14][CH:15]=1, predict the reactants needed to synthesize it. The reactants are: [F:1][C:2]1[CH:7]=[CH:6][C:5]([F:8])=[CH:4][C:3]=1[CH:9]([S:25]([C:28]1[CH:33]=[CH:32][C:31]([F:34])=[CH:30][CH:29]=1)(=[O:27])=[O:26])[C:10]1[C:11]([CH3:24])=[CH:12][C:13]([C:16]([NH:18][CH2:19][CH2:20][CH2:21][S:22][CH3:23])=[O:17])=[N:14][CH:15]=1.ClC1C=CC=C(C(OO)=[O:43])C=1.[OH-].[Na+]. (4) Given the product [CH3:2][O:3][C:4](=[O:26])[C@@H:5]([NH:25][C:30]([C:29]1[CH:33]=[C:34]([O:37][CH2:38][CH3:39])[CH:35]=[CH:36][C:28]=1[Br:27])=[O:31])[CH2:6][C:7]1[CH:12]=[CH:11][C:10]([C:13]2[C:18]([O:19][CH3:20])=[CH:17][C:16]([C:21]#[N:22])=[CH:15][C:14]=2[O:23][CH3:24])=[CH:9][CH:8]=1, predict the reactants needed to synthesize it. The reactants are: Cl.[CH3:2][O:3][C:4](=[O:26])[C@@H:5]([NH2:25])[CH2:6][C:7]1[CH:12]=[CH:11][C:10]([C:13]2[C:18]([O:19][CH3:20])=[CH:17][C:16]([C:21]#[N:22])=[CH:15][C:14]=2[O:23][CH3:24])=[CH:9][CH:8]=1.[Br:27][C:28]1[CH:36]=[CH:35][C:34]([O:37][CH2:38][CH3:39])=[CH:33][C:29]=1[C:30](Cl)=[O:31].BrC1C=CC(OCC)=CC=1C(O)=O.C(Cl)(=O)C(Cl)=O. (5) The reactants are: [OH:1][CH2:2][C:3]1[CH:4]=[N:5][C:6]([N:9]2[CH2:21][CH2:20][C:19]3[C:18]4[C:13](=[CH:14][CH:15]=[CH:16][CH:17]=4)[N:12]([C:22]([O:24][C:25]([CH3:28])([CH3:27])[CH3:26])=[O:23])[C:11]=3[CH2:10]2)=[N:7][CH:8]=1.CC(OI1(OC(C)=O)(OC(C)=O)OC(=O)C2C1=CC=CC=2)=O.[O-]S([O-])(=S)=O.[Na+].[Na+].C([O-])(O)=O.[Na+]. Given the product [CH:2]([C:3]1[CH:4]=[N:5][C:6]([N:9]2[CH2:21][CH2:20][C:19]3[C:18]4[C:13](=[CH:14][CH:15]=[CH:16][CH:17]=4)[N:12]([C:22]([O:24][C:25]([CH3:28])([CH3:27])[CH3:26])=[O:23])[C:11]=3[CH2:10]2)=[N:7][CH:8]=1)=[O:1], predict the reactants needed to synthesize it.